From a dataset of CYP1A2 inhibition data for predicting drug metabolism from PubChem BioAssay. Regression/Classification. Given a drug SMILES string, predict its absorption, distribution, metabolism, or excretion properties. Task type varies by dataset: regression for continuous measurements (e.g., permeability, clearance, half-life) or binary classification for categorical outcomes (e.g., BBB penetration, CYP inhibition). Dataset: cyp1a2_veith. The drug is COc1ccc(-n2c(=O)c(-c3cccc(F)c3)nc3cncnc32)cc1. The result is 1 (inhibitor).